From a dataset of Forward reaction prediction with 1.9M reactions from USPTO patents (1976-2016). Predict the product of the given reaction. (1) Given the reactants F[C:2]1[N:7]=[CH:6][C:5]([NH:8][C:9]([C@H:11]2[CH2:15][CH2:14][CH2:13][N:12]2[C:16]2[N:17]=[C:18]([NH:25][C:26]3[CH:30]=[C:29]([CH:31]([CH3:33])[CH3:32])[NH:28][N:27]=3)[C:19]3[CH2:24][CH2:23][CH2:22][C:20]=3[N:21]=2)=[O:10])=[CH:4][CH:3]=1.[CH3:34][S-:35].[Na+], predict the reaction product. The product is: [CH:31]([C:29]1[NH:28][N:27]=[C:26]([NH:25][C:18]2[C:19]3[CH2:24][CH2:23][CH2:22][C:20]=3[N:21]=[C:16]([N:12]3[CH2:13][CH2:14][CH2:15][C@@H:11]3[C:9]([NH:8][C:5]3[CH:6]=[N:7][C:2]([S:35][CH3:34])=[CH:3][CH:4]=3)=[O:10])[N:17]=2)[CH:30]=1)([CH3:33])[CH3:32]. (2) Given the reactants C([N:8]1[CH2:12][CH2:11][C@@H:10]([NH:13][C:14](=[O:29])[C:15]2[CH:20]=[C:19]([C:21]([F:24])([F:23])[F:22])[CH:18]=[C:17]([C:25]([F:28])([F:27])[F:26])[CH:16]=2)[CH2:9]1)C1C=CC=CC=1.[H][H], predict the reaction product. The product is: [NH:8]1[CH2:12][CH2:11][C@@H:10]([NH:13][C:14](=[O:29])[C:15]2[CH:20]=[C:19]([C:21]([F:24])([F:23])[F:22])[CH:18]=[C:17]([C:25]([F:26])([F:27])[F:28])[CH:16]=2)[CH2:9]1. (3) Given the reactants [CH:1]1([C:8]2[CH:17]=[CH:16][C:11]3[NH:12][C:13](=[O:15])[O:14][C:10]=3[CH:9]=2)[CH2:6][CH2:5][C:4](=O)[CH2:3][CH2:2]1.[C:18]1([CH2:24][CH2:25][CH2:26][NH2:27])[CH:23]=[CH:22][CH:21]=[CH:20][CH:19]=1.[BH4-].[Na+], predict the reaction product. The product is: [C:18]1([CH2:24][CH2:25][CH2:26][NH:27][C@H:4]2[CH2:5][CH2:6][C@H:1]([C:8]3[CH:17]=[CH:16][C:11]4[NH:12][C:13](=[O:15])[O:14][C:10]=4[CH:9]=3)[CH2:2][CH2:3]2)[CH:23]=[CH:22][CH:21]=[CH:20][CH:19]=1. (4) Given the reactants [CH3:1][O:2][C:3](=[O:20])[CH:4]([O:17][CH2:18][CH3:19])[CH2:5][C:6]1[C:15]2[CH2:14][CH2:13][CH2:12][CH2:11][C:10]=2[C:9]([OH:16])=[CH:8][CH:7]=1.[CH3:21][C:22]1[S:26][C:25]([C:27]2[CH:32]=[CH:31][CH:30]=[CH:29][CH:28]=2)=[N:24][C:23]=1[CH2:33][CH2:34]O.C1(P(C2C=CC=CC=2)C2C=CC=CC=2)C=CC=CC=1.N(C(OC(C)C)=O)=NC(OC(C)C)=O, predict the reaction product. The product is: [CH3:1][O:2][C:3](=[O:20])[CH:4]([O:17][CH2:18][CH3:19])[CH2:5][C:6]1[C:15]2[CH2:14][CH2:13][CH2:12][CH2:11][C:10]=2[C:9]([O:16][CH2:34][CH2:33][C:23]2[N:24]=[C:25]([C:27]3[CH:32]=[CH:31][CH:30]=[CH:29][CH:28]=3)[S:26][C:22]=2[CH3:21])=[CH:8][CH:7]=1.